Dataset: Full USPTO retrosynthesis dataset with 1.9M reactions from patents (1976-2016). Task: Predict the reactants needed to synthesize the given product. (1) Given the product [CH2:1]([O:8][C:9](=[O:32])[C@@H:10]([NH:24][C:25]([O:27][C:28]([CH3:29])([CH3:31])[CH3:30])=[O:26])[CH2:11][CH2:12][C:13]1[N:17]([C:40]2[CH:39]=[CH:38][CH:37]=[C:36]([N+:33]([O-:35])=[O:34])[CH:41]=2)[C:16]2[CH:18]=[C:19]([CH3:23])[C:20]([CH3:22])=[CH:21][C:15]=2[N:14]=1)[C:2]1[CH:7]=[CH:6][CH:5]=[CH:4][CH:3]=1, predict the reactants needed to synthesize it. The reactants are: [CH2:1]([O:8][C:9](=[O:32])[C@@H:10]([NH:24][C:25]([O:27][C:28]([CH3:31])([CH3:30])[CH3:29])=[O:26])[CH2:11][CH2:12][C:13]1[NH:17][C:16]2[CH:18]=[C:19]([CH3:23])[C:20]([CH3:22])=[CH:21][C:15]=2[N:14]=1)[C:2]1[CH:7]=[CH:6][CH:5]=[CH:4][CH:3]=1.[N+:33]([C:36]1[CH:37]=[C:38](B(O)O)[CH:39]=[CH:40][CH:41]=1)([O-:35])=[O:34].N1C=CC=CC=1. (2) Given the product [Cl:17][C:4]1[CH:3]=[C:2]([NH:1][C:42]2[CH:43]=[CH:44][CH:45]=[CH:46][C:47]=2[CH2:48][O:9][CH2:8][CH2:5][O:65][CH:64]2[CH2:4][CH2:3][CH2:2][CH2:7][O:67]2)[CH:7]=[CH:6][C:5]=1[C:8]([C:10]1[CH:15]=[CH:14][CH:13]=[CH:12][C:11]=1[CH3:16])=[O:9], predict the reactants needed to synthesize it. The reactants are: [NH2:1][C:2]1[CH:7]=[CH:6][C:5]([C:8]([C:10]2[CH:15]=[CH:14][CH:13]=[CH:12][C:11]=2[CH3:16])=[O:9])=[C:4]([Cl:17])[CH:3]=1.C1C=CC(P([C:44]2[C:45](C3C(P(C4C=CC=CC=4)C4C=CC=CC=4)=C[CH:48]=[C:47]4[C:42]=3[CH:43]=[CH:44][CH:45]=[CH:46]4)=[C:46]3[C:47]([CH:48]=CC=C3)=[CH:42][CH:43]=2)C2C=CC=CC=2)=CC=1.[C:64]([O-:67])([O-])=[O:65].[Cs+].[Cs+]. (3) Given the product [N:21]1([C:26]2[N:31]=[C:30]([CH2:32][N:1]3[CH:2]([C:11]4[C:12]([O:19][CH3:20])=[CH:13][CH:14]=[CH:15][C:16]=4[O:17][CH3:18])[CH2:3][CH:4]([CH3:10])[C:5]3=[O:7])[CH:29]=[CH:28][CH:27]=2)[CH:25]=[CH:24][CH:23]=[N:22]1, predict the reactants needed to synthesize it. The reactants are: [NH2:1][CH:2]([C:11]1[C:16]([O:17][CH3:18])=[CH:15][CH:14]=[CH:13][C:12]=1[O:19][CH3:20])[CH2:3][CH:4]([CH3:10])[C:5]([O:7]CC)=O.[N:21]1([C:26]2[N:31]=[C:30]([CH:32]=O)[CH:29]=[CH:28][CH:27]=2)[CH:25]=[CH:24][CH:23]=[N:22]1. (4) Given the product [F:29][C:30]([F:35])([F:34])[C:31]([OH:33])=[O:32].[F:29][C:30]([F:35])([F:34])[C:31]([OH:33])=[O:32].[CH3:1][N:2]([CH:16]1[CH2:21][CH2:20][NH:19][CH2:18][CH2:17]1)[C:3]([N:5]1[CH:9]=[C:8]([C:10]2[CH:11]=[N:12][CH:13]=[CH:14][CH:15]=2)[N:7]=[CH:6]1)=[O:4], predict the reactants needed to synthesize it. The reactants are: [CH3:1][N:2]([CH:16]1[CH2:21][CH2:20][N:19](C(OC(C)(C)C)=O)[CH2:18][CH2:17]1)[C:3]([N:5]1[CH:9]=[C:8]([C:10]2[CH:11]=[N:12][CH:13]=[CH:14][CH:15]=2)[N:7]=[CH:6]1)=[O:4].[F:29][C:30]([F:35])([F:34])[C:31]([OH:33])=[O:32].